This data is from Reaction yield outcomes from USPTO patents with 853,638 reactions. The task is: Predict the reaction yield, written as a fraction of the theoretical maximum amount of product (1.0 means a 100% yield; for example, 0.34 means a 34% yield). The reactants are [NH2:1][CH:2]([CH2:8][CH:9]=[C:10]1[CH2:15][CH2:14][O:13][CH2:12][CH2:11]1)[C:3]([O:5][CH2:6][CH3:7])=[O:4].CCN(C(C)C)C(C)C.[N+:25]([C:28]1[CH:33]=[CH:32][C:31]([S:34](Cl)(=[O:36])=[O:35])=[CH:30][CH:29]=1)([O-:27])=[O:26]. The catalyst is ClCCl. The product is [N+:25]([C:28]1[CH:29]=[CH:30][C:31]([S:34]([NH:1][CH:2]([CH2:8][CH:9]=[C:10]2[CH2:11][CH2:12][O:13][CH2:14][CH2:15]2)[C:3]([O:5][CH2:6][CH3:7])=[O:4])(=[O:36])=[O:35])=[CH:32][CH:33]=1)([O-:27])=[O:26]. The yield is 1.00.